Dataset: Catalyst prediction with 721,799 reactions and 888 catalyst types from USPTO. Task: Predict which catalyst facilitates the given reaction. (1) Reactant: [CH3:1][C:2](=[CH2:15])[C:3]([NH:5][C:6]1[CH:11]=[CH:10][C:9]([N+:12]([O-])=O)=[CH:8][CH:7]=1)=[O:4].C(O)(=O)C.C(OCC)(=O)C.[ClH:26]. Product: [ClH:26].[NH2:12][C:9]1[CH:8]=[CH:7][C:6]([NH:5][C:3](=[O:4])[C:2]([CH3:15])=[CH2:1])=[CH:11][CH:10]=1. The catalyst class is: 186. (2) Reactant: [ClH:1].[CH3:2][C:3]1([C:16]([O:18][CH3:19])=[O:17])[CH2:8][CH2:7][N:6](C(OC(C)(C)C)=O)[CH2:5][CH2:4]1. Product: [ClH:1].[CH3:2][C:3]1([C:16]([O:18][CH3:19])=[O:17])[CH2:8][CH2:7][NH:6][CH2:5][CH2:4]1. The catalyst class is: 12. (3) Reactant: C(OC([N:8]1[CH2:13][CH2:12][N:11]([C:14]2[N:15]([CH3:27])[C:16](=[O:26])[CH:17]=[C:18]([C:20]3[CH:25]=[CH:24][N:23]=[CH:22][N:21]=3)[N:19]=2)[C@H:10]([CH3:28])[CH2:9]1)=O)(C)(C)C.Cl. Product: [CH3:27][N:15]1[C:16](=[O:26])[CH:17]=[C:18]([C:20]2[CH:25]=[CH:24][N:23]=[CH:22][N:21]=2)[N:19]=[C:14]1[N:11]1[CH2:12][CH2:13][NH:8][CH2:9][C@H:10]1[CH3:28]. The catalyst class is: 13.